From a dataset of Peptide-MHC class I binding affinity with 185,985 pairs from IEDB/IMGT. Regression. Given a peptide amino acid sequence and an MHC pseudo amino acid sequence, predict their binding affinity value. This is MHC class I binding data. (1) The binding affinity (normalized) is 0.525. The peptide sequence is MTPSRTGSY. The MHC is HLA-A01:01 with pseudo-sequence HLA-A01:01. (2) The peptide sequence is RGPYRAFVTI. The MHC is HLA-B51:01 with pseudo-sequence HLA-B51:01. The binding affinity (normalized) is 0.102. (3) The peptide sequence is SVIDHIHYM. The MHC is HLA-A26:02 with pseudo-sequence HLA-A26:02. The binding affinity (normalized) is 1.00. (4) The peptide sequence is KTKISVEKI. The MHC is HLA-A02:06 with pseudo-sequence HLA-A02:06. The binding affinity (normalized) is 0.0511.